The task is: Predict which catalyst facilitates the given reaction.. This data is from Catalyst prediction with 721,799 reactions and 888 catalyst types from USPTO. Reactant: [Br:1][C:2]1[CH:11]=[CH:10][C:5]([C:6]([O:8]C)=O)=[C:4]([CH2:12]Br)[CH:3]=1.Cl.[NH2:15][C@H:16]1[CH2:21][CH2:20][C@H:19]([OH:22])[CH2:18][CH2:17]1.C(=O)([O-])[O-].[K+].[K+]. Product: [Br:1][C:2]1[CH:3]=[C:4]2[C:5](=[CH:10][CH:11]=1)[C:6](=[O:8])[N:15]([C@H:16]1[CH2:21][CH2:20][C@H:19]([OH:22])[CH2:18][CH2:17]1)[CH2:12]2. The catalyst class is: 162.